From a dataset of Forward reaction prediction with 1.9M reactions from USPTO patents (1976-2016). Predict the product of the given reaction. (1) Given the reactants [F:1][C:2]([F:26])([F:25])[C:3]1[N:8]2[N:9]=[CH:10][C:11]([C:12](O)=O)=[C:7]2[N:6]=[C:5]([C:15]2[CH:20]=[CH:19][C:18]([C:21]([F:24])([F:23])[F:22])=[CH:17][CH:16]=2)[CH:4]=1.[OH:27][NH:28][C:29](=[NH:40])[C:30]1[CH:35]=[CH:34][C:33]([S:36](=[O:39])(=[O:38])[NH2:37])=[CH:32][CH:31]=1, predict the reaction product. The product is: [F:26][C:2]([F:1])([F:25])[C:3]1[N:8]2[N:9]=[CH:10][C:11]([C:12]3[O:27][N:28]=[C:29]([C:30]4[CH:35]=[CH:34][C:33]([S:36]([NH2:37])(=[O:38])=[O:39])=[CH:32][CH:31]=4)[N:40]=3)=[C:7]2[N:6]=[C:5]([C:15]2[CH:16]=[CH:17][C:18]([C:21]([F:24])([F:23])[F:22])=[CH:19][CH:20]=2)[CH:4]=1. (2) The product is: [CH2:11]([O:1][C:2]1[CH:3]=[C:4]([CH:7]=[CH:8][C:9]=1[O:22][CH2:19][C:2]1[CH:3]=[CH:4][CH:7]=[CH:8][CH:9]=1)[CH:5]=[O:6])[C:12]1[CH:17]=[CH:16][CH:15]=[CH:14][CH:13]=1. Given the reactants [OH:1][C:2]1[CH:3]=[C:4]([CH:7]=[CH:8][C:9]=1O)[CH:5]=[O:6].[CH2:11](Cl)[C:12]1[CH:17]=[CH:16][CH:15]=[CH:14][CH:13]=1.[C:19](=[O:22])([O-])[O-].[K+].[K+], predict the reaction product. (3) Given the reactants Cl[CH:2]([C:4]1[CH:9]=[CH:8][CH:7]=[CH:6][C:5]=1[NH:10][C:11](=O)OC(C)(C)C)C.C(=O)C1C=CC=CC=1, predict the reaction product. The product is: [NH:10]1[C:5]2[C:4](=[CH:9][CH:8]=[CH:7][CH:6]=2)[CH:2]=[CH:11]1. (4) Given the reactants Cl[CH2:2][CH2:3][O:4][C:5]1[CH:6]=[C:7]2[C:12](=[CH:13][C:14]=1[O:15][CH3:16])[N:11]=[CH:10][CH:9]=[C:8]2[O:17][C:18]1[C:19]([CH3:28])=[N:20][C:21]2[C:26]([CH:27]=1)=[CH:25][CH:24]=[CH:23][CH:22]=2.C(=O)([O-])[O-].[K+].[K+].[NH:35]1[CH:39]=[CH:38][N:37]=[CH:36]1.[I-].[Na+], predict the reaction product. The product is: [N:35]1([CH2:2][CH2:3][O:4][C:5]2[CH:6]=[C:7]3[C:12](=[CH:13][C:14]=2[O:15][CH3:16])[N:11]=[CH:10][CH:9]=[C:8]3[O:17][C:18]2[C:19]([CH3:28])=[N:20][C:21]3[C:26]([CH:27]=2)=[CH:25][CH:24]=[CH:23][CH:22]=3)[CH:39]=[CH:38][N:37]=[CH:36]1.